From a dataset of Reaction yield outcomes from USPTO patents with 853,638 reactions. Predict the reaction yield, written as a fraction of the theoretical maximum amount of product (1.0 means a 100% yield; for example, 0.34 means a 34% yield). (1) The reactants are C(OC([N:8]1[CH2:12][CH2:11][CH2:10][C@@H:9]1[CH2:13][NH:14][C:15]1[N:23]=[C:22]2[C:18]([NH:19][C:20](=[O:32])[N:21]2[C:24]2[CH:29]=[CH:28][CH:27]=[CH:26][C:25]=2[O:30][CH3:31])=[C:17]([C:33]([O:35]CC)=O)[N:16]=1)=O)(C)(C)C.[NH2:38]C1C(C(OCC)=O)=NC(NC[C@H]2CCCN2C(OC(C)(C)C)=O)=NC=1NC1C=CC=CC=1OC. The yield is 1.00. The product is [CH3:31][O:30][C:25]1[CH:26]=[CH:27][CH:28]=[CH:29][C:24]=1[N:21]1[C:20](=[O:32])[NH:19][C:18]2[C:22]1=[N:23][C:15]([NH:14][CH2:13][C@H:9]1[CH2:10][CH2:11][CH2:12][NH:8]1)=[N:16][C:17]=2[C:33]([NH2:38])=[O:35]. The catalyst is ClCCl. (2) The reactants are [Cl:1][C:2]1[N:7]=[CH:6][C:5]2[N:8]=[C:9]([C@H:17]([OH:19])[CH3:18])[N:10]([C@H:11]([CH3:16])[C:12]([F:15])([F:14])[F:13])[C:4]=2[CH:3]=1.[O:20]1[CH:25]=[CH:24][CH2:23][CH2:22][CH2:21]1.C1(C)C=CC(S(O)(=O)=O)=CC=1. The catalyst is O1CCCC1.C(=O)(O)[O-].[Na+]. The product is [Cl:1][C:2]1[N:7]=[CH:6][C:5]2[N:8]=[C:9]([C@H:17]([O:19][CH:21]3[CH2:22][CH2:23][CH2:24][CH2:25][O:20]3)[CH3:18])[N:10]([C@H:11]([CH3:16])[C:12]([F:13])([F:14])[F:15])[C:4]=2[CH:3]=1. The yield is 0.780. (3) The reactants are [F:1][C:2]1[CH:3]=[C:4]([NH:10][C:11]2[N:16]=[CH:15][C:14]([C@H:17]([N:19]3[CH2:24][CH2:23][N:22](C(OC(C)(C)C)=O)[CH2:21][CH2:20]3)[CH3:18])=[CH:13][C:12]=2[C:32]2[N:40]=[C:39]([CH3:41])[N:38]=[C:37]3[C:33]=2[N:34]=[CH:35][N:36]3C2CCCCO2)[CH:5]=[N:6][C:7]=1[O:8][CH3:9].FC(F)(F)C(O)=O.F[C:56](F)(F)[S:57](O)(=[O:59])=[O:58].CS(Cl)(=O)=O. The catalyst is C(Cl)Cl.O.[Cl-].[Na+].O. The product is [F:1][C:2]1[CH:3]=[C:4]([NH:10][C:11]2[C:12]([C:32]3[N:40]=[C:39]([CH3:41])[N:38]=[C:37]4[C:33]=3[N:34]=[CH:35][NH:36]4)=[CH:13][C:14]([C@H:17]([N:19]3[CH2:24][CH2:23][N:22]([S:57]([CH3:56])(=[O:59])=[O:58])[CH2:21][CH2:20]3)[CH3:18])=[CH:15][N:16]=2)[CH:5]=[N:6][C:7]=1[O:8][CH3:9]. The yield is 0.0266. (4) The catalyst is CC#N. The product is [Br:1][C:2]1[CH:11]=[C:10]2[C:5]([N:6]=[CH:7][C:8]([N:13]3[CH2:18][CH2:17][O:16][CH2:15][CH2:14]3)=[N:9]2)=[CH:4][CH:3]=1. The yield is 0.983. The reactants are [Br:1][C:2]1[CH:11]=[C:10]2[C:5]([N:6]=[CH:7][C:8](Cl)=[N:9]2)=[CH:4][CH:3]=1.[NH:13]1[CH2:18][CH2:17][O:16][CH2:15][CH2:14]1.C([O-])([O-])=O.[K+].[K+]. (5) The product is [N+:8]([C:11]1[CH:12]=[CH:13][C:14]2[O:20][CH2:19][CH2:18][CH2:17][N:16]([C:1](=[O:3])[CH3:2])[C:15]=2[CH:21]=1)([O-:10])=[O:9]. The yield is 0.740. The catalyst is CN(C)C1C=CN=CC=1.C(#N)C.CCOC(C)=O. The reactants are [C:1](OC(=O)C)(=[O:3])[CH3:2].[N+:8]([C:11]1[CH:12]=[CH:13][C:14]2[O:20][CH2:19][CH2:18][CH2:17][NH:16][C:15]=2[CH:21]=1)([O-:10])=[O:9].C(N(CC)CC)C.